From a dataset of Experimentally validated miRNA-target interactions with 360,000+ pairs, plus equal number of negative samples. Binary Classification. Given a miRNA mature sequence and a target amino acid sequence, predict their likelihood of interaction. (1) The miRNA is hsa-miR-148a-3p with sequence UCAGUGCACUACAGAACUUUGU. The protein sequence of the target gene is MEERGDSEPTPGCSGLGPGGVRGFGDGGGAPSWAPEDAWMGTHPKYLEMMELDIGDATQVYVAFLVYLDLMESKSWHEVNCVGLPELQLICLVGTEIEGEGLQTVVPTPITASLSHNRIREILKASRKLQGDPDLPMSFTLAIVESDSTIVYYKLTDGFMLPDPQNISLRR. Result: 0 (no interaction). (2) The miRNA is mmu-miR-3090-5p with sequence GUCUGGGUGGGGCCUGAGAUC. The protein sequence of the target gene is MSRKIQGGSVVEMQGDEMTRIIWELIKEKLILPYVELDLHSYDLGIENRDATNDQVTKDAAEAIKKYNVGVKCATITPDEKRVEEFKLKQMWKSPNGTIRNILGGTVFREAIICKNIPRLVTGWVKPIIIGRHAYGDQYRATDFVVPGPGKVEITYTPKDGTQKVTYMVHDFEEGGGVAMGMYNQDKSIEDFAHSSFQMALSKGWPLYLSTKNTILKKYDGRFKDIFQEIYDKKYKSQFEAQKICYEHRLIDDMVAQAMKSEGGFIWACKNYDGDVQSDSVAQGYGSLGMMTSVLICPDG.... Result: 0 (no interaction). (3) The miRNA is hsa-miR-6726-5p with sequence CGGGAGCUGGGGUCUGCAGGU. The protein sequence of the target gene is MVCPNGYDPGGRHLLLFIIILAAWEAGRGQLHYSVPEEAKHGNFVGRIAQDLGLELAELVPRLFRAVCKFRGDLLEVNLQNGILFVNSRIDREELCGRSAECSIHLEVIVERPLQVFHVDVEVKDINDNPPVFPATQRNLFIAESRPLDSRFPLEGASDADIGENALLTYRLSPNEYFFLDVPTSNQQVKPLGLVLRKLLDREETPELHLLLTATDGGKPELTGTVQLLITVLDNNDNAPVFDRTLYTVKLPENVSIGTLVIHPNASDLDEGLNGDIIYSFSSDVSPDIKSKFHMDPLSG.... Result: 0 (no interaction). (4) The miRNA is mmu-miR-541-5p with sequence AAGGGAUUCUGAUGUUGGUCACACU. The protein sequence of the target gene is MALEVLMLLAVLIWTGAENLHVKISCSLDWLMVSVIPVAESRNLYIFADELHLGMGCPANRIHTYVYEFIYLVRDCGIRTRVVSEETLLFQTELYFTPRNIDHDPQEIHLECSTSRKSVWLTPVSTENEIKLDPSPFIADFQTTAEELGLLSSSPNLL. Result: 0 (no interaction). (5) The miRNA is hsa-miR-130a-3p with sequence CAGUGCAAUGUUAAAAGGGCAU. The protein sequence of the target gene is MSEFRIHHDVNELLSLLRVHGGDGAEVYIDLLQKNRTPYVTTTVSAHSAKVKIAEFSRTPEDFLKKYDELKSKNTRNLDPLVYLLSKLTEDKETLQYLQQNAKERAELAAAAVGSSTTSINVPAAASKISMQELEELRKQLGSVATGSTLQQSLELKRKMLRDKQNKKNSGQHLPIFPAWVYERPALIGDFLIGAGISTDTALPIGTLPLASQESAVVEDLLYVLVGVDGRYVSAQPLAGRQSRTFLVDPNLDLSIRELVHRILPVAASYSAVTRFIEEKSSFEYGQVNHALAAAMRTLV.... Result: 0 (no interaction).